From a dataset of Forward reaction prediction with 1.9M reactions from USPTO patents (1976-2016). Predict the product of the given reaction. (1) Given the reactants [F:1][C:2]1[C:7]([C:8]#[N:9])=[C:6]([NH:10][C:11]2[CH:12]=[N:13][CH:14]=[C:15]([F:17])[CH:16]=2)[C:5]([N+:18]([O-])=O)=[CH:4][CH:3]=1.[Cl-].[NH4+], predict the reaction product. The product is: [NH2:18][C:5]1[C:6]([NH:10][C:11]2[CH:12]=[N:13][CH:14]=[C:15]([F:17])[CH:16]=2)=[C:7]([C:2]([F:1])=[CH:3][CH:4]=1)[C:8]#[N:9]. (2) Given the reactants [CH2:1]([C:3]1[C:4]([NH:13][C@H:14]2[CH2:18][CH2:17][CH2:16][C@@H:15]2[NH:19][C:20](=[O:33])[C:21]2[CH:26]=[CH:25][CH:24]=[CH:23][C:22]=2[C:27]2ON=[C:29]([CH3:32])[N:28]=2)=[N:5][CH:6]=[C:7]([C:9]([F:12])([F:11])[F:10])[N:8]=1)[CH3:2].Cl.C(C1[C:38](N[C@H]2CCC[C@@H]2N)=[N:39]C=C(C(F)(F)F)N=1)C.N1C=CC=NC=1C1C=CC=CC=1C(O)=O, predict the reaction product. The product is: [CH2:1]([C:3]1[C:4]([NH:13][C@H:14]2[CH2:18][CH2:17][CH2:16][C@@H:15]2[NH:19][C:20](=[O:33])[C:21]2[CH:26]=[CH:25][CH:24]=[CH:23][C:22]=2[C:27]2[N:39]=[CH:38][CH:32]=[CH:29][N:28]=2)=[N:5][CH:6]=[C:7]([C:9]([F:11])([F:10])[F:12])[N:8]=1)[CH3:2]. (3) The product is: [OH:1][CH2:2][C:3]1[S:7][C:6]([C:8]2[NH:12][C:11]([CH:13]([C:21]3[CH:22]=[CH:23][C:24]([C:25]([N:62]([O:61][CH3:60])[CH3:63])=[O:27])=[CH:28][CH:29]=3)[CH2:14][CH:15]3[CH2:20][CH2:19][O:18][CH2:17][CH2:16]3)=[CH:10][CH:9]=2)=[N:5][CH:4]=1. Given the reactants [OH:1][CH2:2][C:3]1[S:7][C:6]([C:8]2[NH:12][C:11]([CH:13]([C:21]3[CH:29]=[CH:28][C:24]([C:25]([OH:27])=O)=[CH:23][CH:22]=3)[CH2:14][CH:15]3[CH2:20][CH2:19][O:18][CH2:17][CH2:16]3)=[CH:10][CH:9]=2)=[N:5][CH:4]=1.Cl.C(N=C=NCCCN(C)C)C.ON1C2C=CC=CC=2N=N1.CN1CCOCC1.Cl.[CH3:60][O:61][NH:62][CH3:63], predict the reaction product. (4) Given the reactants [CH:1]([C:3]1[C:11]2[C:6](=[N:7][C:8]([C:19]3[CH:24]=[CH:23][C:22]([CH3:25])=[CH:21][CH:20]=3)=[C:9]([C:12]3[CH:17]=[CH:16][C:15]([CH3:18])=[CH:14][CH:13]=3)[N:10]=2)[N:5]([CH2:26][CH2:27][CH2:28][CH2:29][CH2:30][CH2:31][C:32]([O:34][CH2:35][CH3:36])=[O:33])[CH:4]=1)=[O:2].N#N.[BH4-].[Na+].Cl, predict the reaction product. The product is: [OH:2][CH2:1][C:3]1[C:11]2[C:6](=[N:7][C:8]([C:19]3[CH:24]=[CH:23][C:22]([CH3:25])=[CH:21][CH:20]=3)=[C:9]([C:12]3[CH:13]=[CH:14][C:15]([CH3:18])=[CH:16][CH:17]=3)[N:10]=2)[N:5]([CH2:26][CH2:27][CH2:28][CH2:29][CH2:30][CH2:31][C:32]([O:34][CH2:35][CH3:36])=[O:33])[CH:4]=1. (5) Given the reactants [OH-].[Na+].C([O:5][C:6](=[O:36])[CH:7]([CH2:13][CH2:14][CH2:15][O:16][C:17]1[CH:26]=[CH:25][C:24]2[C:19](=[CH:20][CH:21]=[C:22]([C:27]3[O:28][C:29]4[CH:35]=[CH:34][CH:33]=[CH:32][C:30]=4[N:31]=3)[CH:23]=2)[CH:18]=1)[C:8]([O:10]CC)=[O:9])C, predict the reaction product. The product is: [O:28]1[C:29]2[CH:35]=[CH:34][CH:33]=[CH:32][C:30]=2[N:31]=[C:27]1[C:22]1[CH:23]=[C:24]2[C:19](=[CH:20][CH:21]=1)[CH:18]=[C:17]([O:16][CH2:15][CH2:14][CH2:13][CH:7]([C:8]([OH:10])=[O:9])[C:6]([OH:36])=[O:5])[CH:26]=[CH:25]2. (6) Given the reactants [CH3:1][O:2][C:3]1[CH:8]=[CH:7][C:6]([C:9](=[O:20])[CH2:10][C:11](=[NH:19])[NH:12][C:13]2[CH:18]=[CH:17][CH:16]=[CH:15][CH:14]=2)=[CH:5][CH:4]=1.[C:21](OC)(=[O:24])[C:22]#[CH:23].C(OCC)C, predict the reaction product. The product is: [NH2:19][C:11]1[N:12]([C:13]2[CH:14]=[CH:15][CH:16]=[CH:17][CH:18]=2)[C:21](=[O:24])[CH:22]=[CH:23][C:10]=1[C:9](=[O:20])[C:6]1[CH:5]=[CH:4][C:3]([O:2][CH3:1])=[CH:8][CH:7]=1.